Dataset: Reaction yield outcomes from USPTO patents with 853,638 reactions. Task: Predict the reaction yield, written as a fraction of the theoretical maximum amount of product (1.0 means a 100% yield; for example, 0.34 means a 34% yield). (1) The reactants are [N+:1]([C:4]1[CH:5]=[N:6][CH:7]=[CH:8][C:9]=1[NH2:10])([O-:3])=[O:2].CC([O-])=O.[Na+].[Br:16]Br.C([O-])(O)=O.[Na+]. The catalyst is O.C(O)(=O)C. The product is [Br:16][C:8]1[CH:7]=[N:6][CH:5]=[C:4]([N+:1]([O-:3])=[O:2])[C:9]=1[NH2:10]. The yield is 0.770. (2) The reactants are C1(C)C=CC=CC=1.[CH3:8][O:9][C:10]1[CH:19]=[C:18]2[C:13]([CH2:14][CH2:15][CH:16]([CH2:20][CH2:21]O)[CH2:17]2)=[CH:12][CH:11]=1.N1C=CC=CC=1.P(Br)(Br)[Br:30]. The catalyst is O. The product is [Br:30][CH2:21][CH2:20][CH:16]1[CH2:15][CH2:14][C:13]2[C:18](=[CH:19][C:10]([O:9][CH3:8])=[CH:11][CH:12]=2)[CH2:17]1. The yield is 0.420. (3) The reactants are [OH:1][C:2]1[CH:3]=[CH:4][C:5]2[S:10][C:9]([C:11]3[CH:16]=[CH:15][CH:14]=[CH:13][N:12]=3)=[N:8][C:7](=[O:17])[C:6]=2[CH:18]=1.Br[CH2:20][CH2:21][CH2:22][C:23]1[CH:28]=[CH:27][CH:26]=[CH:25][CH:24]=1.C(=O)([O-])[O-].[K+].[K+].CN(C=O)C. The catalyst is O. The product is [C:23]1([CH2:22][CH2:21][CH2:20][O:1][C:2]2[CH:3]=[CH:4][C:5]3[S:10][C:9]([C:11]4[CH:16]=[CH:15][CH:14]=[CH:13][N:12]=4)=[N:8][C:7](=[O:17])[C:6]=3[CH:18]=2)[CH:28]=[CH:27][CH:26]=[CH:25][CH:24]=1. The yield is 0.920. (4) The reactants are [O:1]1[C:5]2[CH:6]=[CH:7][CH:8]=[CH:9][C:4]=2[CH:3]=[C:2]1[CH2:10][O:11][C:12]1[CH:20]=[CH:19][CH:18]=[C:14]([C:15]([OH:17])=O)[C:13]=1[C:21]([OH:23])=O.Cl.[NH2:25][CH:26]1[CH2:32][CH2:31][C:30](=[O:33])[NH:29][C:27]1=[O:28]. The catalyst is N1C=CC=CC=1. The product is [O:1]1[C:5]2[CH:6]=[CH:7][CH:8]=[CH:9][C:4]=2[CH:3]=[C:2]1[CH2:10][O:11][C:12]1[CH:20]=[CH:19][CH:18]=[C:14]2[C:13]=1[C:21](=[O:23])[N:25]([CH:26]1[CH2:32][CH2:31][C:30](=[O:33])[NH:29][C:27]1=[O:28])[C:15]2=[O:17]. The yield is 0.650. (5) The reactants are [CH3:1][Si](C=[N+]=[N-])(C)C.[N+:8]([C:11]1[CH:12]=[C:13]([CH:36]=[CH:37][CH:38]=1)[CH2:14][C:15]1[C:16](=[O:35])[O:17][C:18]2[CH:28]=[C:27]([O:29][C:30](=[O:34])[N:31]([CH3:33])[CH3:32])[CH:26]=[CH:25][C:19]=2[C:20]=1[CH2:21][C:22]([OH:24])=[O:23])([O-:10])=[O:9].ClCCl. The catalyst is CO. The product is [CH3:1][O:23][C:22](=[O:24])[CH2:21][C:20]1[C:19]2[CH:25]=[CH:26][C:27]([O:29][C:30](=[O:34])[N:31]([CH3:32])[CH3:33])=[CH:28][C:18]=2[O:17][C:16](=[O:35])[C:15]=1[CH2:14][C:13]1[CH:36]=[CH:37][CH:38]=[C:11]([N+:8]([O-:10])=[O:9])[CH:12]=1. The yield is 0.940. (6) The reactants are [Cl:1][C:2]1[CH:9]=[CH:8][C:5]([CH:6]=O)=[CH:4][CH:3]=1.[NH2:10][C:11]1[N:12]=[N:13][C:14]([CH3:17])=[CH:15][CH:16]=1.C(O[C:21](=[O:36])[C:22]([OH:35])=[CH:23][C:24]([C:26]1[CH:31]=[CH:30][C:29]([CH:32]([CH3:34])[CH3:33])=[CH:28][CH:27]=1)=[O:25])C. No catalyst specified. The product is [Cl:1][C:2]1[CH:9]=[CH:8][C:5]([CH:6]2[N:10]([C:11]3[N:12]=[N:13][C:14]([CH3:17])=[CH:15][CH:16]=3)[C:21](=[O:36])[C:22]([OH:35])=[C:23]2[C:24](=[O:25])[C:26]2[CH:27]=[CH:28][C:29]([CH:32]([CH3:33])[CH3:34])=[CH:30][CH:31]=2)=[CH:4][CH:3]=1. The yield is 0.0900. (7) The reactants are [H-].[Al+3].[Li+].[H-].[H-].[H-].[CH2:7]([S:14][C:15]1([CH2:28][N+:29]([O-])=O)[CH2:20][CH2:19][N:18]([C:21]([O:23][C:24]([CH3:27])([CH3:26])[CH3:25])=[O:22])[CH2:17][CH2:16]1)[C:8]1[CH:13]=[CH:12][CH:11]=[CH:10][CH:9]=1.O. The catalyst is C(OCC)C.O1CCCC1.C(OCC)(=O)C. The product is [NH2:29][CH2:28][C:15]1([S:14][CH2:7][C:8]2[CH:9]=[CH:10][CH:11]=[CH:12][CH:13]=2)[CH2:16][CH2:17][N:18]([C:21]([O:23][C:24]([CH3:27])([CH3:26])[CH3:25])=[O:22])[CH2:19][CH2:20]1. The yield is 0.280. (8) The reactants are [CH3:1][CH:2]([N:4]1[C:12](/[CH:13]=[CH:14]/[CH:15]([OH:23])[CH2:16][CH:17]([OH:22])[CH2:18][C:19]([OH:21])=[O:20])=[C:11]([C:24]2[CH:25]=[CH:26][C:27]([F:30])=[CH:28][CH:29]=2)[C:10]2[CH:9]=[CH:8][CH:7]=[CH:6][C:5]1=2)[CH3:3].[OH-].[Na+:32].CC(C)=O. The catalyst is CO. The product is [CH3:3][CH:2]([N:4]1[C:12](/[CH:13]=[CH:14]/[CH:15]([OH:23])[CH2:16][CH:17]([OH:22])[CH2:18][C:19]([O-:21])=[O:20])=[C:11]([C:24]2[CH:29]=[CH:28][C:27]([F:30])=[CH:26][CH:25]=2)[C:10]2[CH:9]=[CH:8][CH:7]=[CH:6][C:5]1=2)[CH3:1].[Na+:32]. The yield is 0.620.